This data is from Rat liver microsome stability data. The task is: Regression/Classification. Given a drug SMILES string, predict its absorption, distribution, metabolism, or excretion properties. Task type varies by dataset: regression for continuous measurements (e.g., permeability, clearance, half-life) or binary classification for categorical outcomes (e.g., BBB penetration, CYP inhibition). Dataset: rlm. (1) The drug is CC(C)[C@H](NC(=O)c1ccc(-c2ccc(CSc3nc(O)c4c(n3)CCC4)cc2)o1)C(=O)NC1CC1. The result is 1 (stable in rat liver microsomes). (2) The molecule is CCN1C(=O)CN(Cc2ccc(-c3ccc(F)c(CN4CCCCC4)n3)cc2)C1=O. The result is 0 (unstable in rat liver microsomes).